From a dataset of Full USPTO retrosynthesis dataset with 1.9M reactions from patents (1976-2016). Predict the reactants needed to synthesize the given product. (1) Given the product [NH2:9][C:10]1[C:11]2[N:12]([C:16]([C@@H:20]3[CH2:28][CH2:27][C@@H:26]4[N:22]([C:23](=[O:29])[CH2:24][CH2:25]4)[CH2:21]3)=[N:17][C:18]=2[Br:19])[C:13]([Cl:1])=[CH:14][N:15]=1, predict the reactants needed to synthesize it. The reactants are: [Cl:1]N1C(=O)CCC1=O.[NH2:9][C:10]1[C:11]2[N:12]([C:16]([C@@H:20]3[CH2:28][CH2:27][C@@H:26]4[N:22]([C:23](=[O:29])[CH2:24][CH2:25]4)[CH2:21]3)=[N:17][C:18]=2[Br:19])[CH:13]=[CH:14][N:15]=1. (2) Given the product [Cl:1][C:2]1[N:3]=[C:4]2[N:11]([CH2:21][C:22]([C:24]3[CH:25]=[N:26][C:27]([CH3:30])=[CH:28][CH:29]=3)=[O:23])[C@:10]([CH3:16])([C:12]([F:13])([F:14])[F:15])[CH2:9][N:5]2[C:6](=[O:8])[CH:7]=1, predict the reactants needed to synthesize it. The reactants are: [Cl:1][C:2]1[N:3]=[C:4]2[NH:11][C@:10]([CH3:16])([C:12]([F:15])([F:14])[F:13])[CH2:9][N:5]2[C:6](=[O:8])[CH:7]=1.[H-].[Na+].Br.Br[CH2:21][C:22]([C:24]1[CH:25]=[N:26][C:27]([CH3:30])=[CH:28][CH:29]=1)=[O:23]. (3) Given the product [NH:12]([C:2]1[N:7]2[N:8]=[CH:9][N:10]=[C:6]2[CH:5]=[CH:4][N:3]=1)[NH2:13], predict the reactants needed to synthesize it. The reactants are: Cl[C:2]1[N:7]2[N:8]=[CH:9][N:10]=[C:6]2[CH:5]=[CH:4][N:3]=1.O.[NH2:12][NH2:13]. (4) Given the product [OH:26][NH:27][C:28](=[O:45])[C@:29]([CH3:44])([S:40]([CH3:43])(=[O:42])=[O:41])[CH2:30][CH2:31][N:32]1[CH:37]=[CH:36][C:35]([C:13]2[CH:14]=[C:15]3[C:10](=[CH:11][CH:12]=2)[NH:9][C:8]([CH3:7])=[CH:16]3)=[CH:34][C:33]1=[O:39], predict the reactants needed to synthesize it. The reactants are: C(=O)([O-])[O-].[K+].[K+].[CH3:7][C:8]1[NH:9][C:10]2[C:15]([CH:16]=1)=[CH:14][C:13](B1OC(C)(C)C(C)(C)O1)=[CH:12][CH:11]=2.[OH:26][NH:27][C:28](=[O:45])[C@:29]([CH3:44])([S:40]([CH3:43])(=[O:42])=[O:41])[CH2:30][CH2:31][N:32]1[CH:37]=[CH:36][C:35](I)=[CH:34][C:33]1=[O:39].O. (5) Given the product [C:1]([C:3]1[C:11]2[C:6](=[CH:7][CH:8]=[CH:9][CH:10]=2)[N:5]([CH3:12])[CH:4]=1)#[N:2], predict the reactants needed to synthesize it. The reactants are: [C:1]([C:3]1[C:11]2[C:6](=[CH:7][CH:8]=[CH:9][CH:10]=2)[NH:5][CH:4]=1)#[N:2].[CH2:12]1N2CCN(CC2)C1.